Dataset: Catalyst prediction with 721,799 reactions and 888 catalyst types from USPTO. Task: Predict which catalyst facilitates the given reaction. (1) Reactant: [Br:1][C:2]1[CH:7]=[CH:6][N:5]2[C:8]([C:11]([OH:13])=O)=[CH:9][N:10]=[C:4]2[CH:3]=1.S(Cl)(Cl)=O.[NH2:18][C:19]1[CH:20]=[C:21]([CH:26]=[CH:27][C:28]=1[F:29])[C:22]([O:24][CH3:25])=[O:23].N1C=CC=CC=1. Product: [Br:1][C:2]1[CH:7]=[CH:6][N:5]2[C:8]([C:11]([NH:18][C:19]3[CH:20]=[C:21]([CH:26]=[CH:27][C:28]=3[F:29])[C:22]([O:24][CH3:25])=[O:23])=[O:13])=[CH:9][N:10]=[C:4]2[CH:3]=1. The catalyst class is: 25. (2) The catalyst class is: 6. Product: [Br:3][C:12]1[C:13]([CH3:15])=[CH:14][C:6]([CH3:5])=[C:7]([CH:11]=1)[C:8]([OH:10])=[O:9]. Reactant: [OH-].[Na+].[Br:3]Br.[CH3:5][C:6]1[CH:14]=[C:13]([CH3:15])[CH:12]=[CH:11][C:7]=1[C:8]([OH:10])=[O:9].Cl. (3) Reactant: [C:1]([O:4][C@H:5]([CH3:43])[C@H:6]([NH:11][C:12]([C:14]1([CH2:36][C:37]2[CH:42]=[CH:41][CH:40]=[CH:39][CH:38]=2)[CH2:18][CH2:17][CH2:16][N:15]1[C:19]([C@@H:21]1[CH2:25][CH2:24][CH2:23][N:22]1C(OCC1C=CC=CC=1)=O)=[O:20])=[O:13])[C:7]([O:9][CH3:10])=[O:8])(=[O:3])[CH3:2].[CH3:44][OH:45]. Product: [C:1]([O:4][C@H:5]([CH3:43])[C@H:6]([NH:11][C:12]([C:14]1([CH2:36][C:37]2[CH:38]=[CH:39][C:40]([O:45][CH3:44])=[CH:41][CH:42]=2)[CH2:18][CH2:17][CH2:16][N:15]1[C:19]([C@@H:21]1[CH2:25][CH2:24][CH2:23][NH:22]1)=[O:20])=[O:13])[C:7]([O:9][CH3:10])=[O:8])(=[O:3])[CH3:2]. The catalyst class is: 45. (4) Reactant: C(N(CC)CC)C.[CH2:8]([O:15][C:16]1[CH:25]=[C:24]2[C:19]([C:20](Cl)=[C:21]([N+:26]([O-:28])=[O:27])[CH:22]=[N:23]2)=[CH:18][CH:17]=1)[C:9]1[CH:14]=[CH:13][CH:12]=[CH:11][CH:10]=1.[CH2:30]([NH2:34])[CH:31]([CH3:33])[CH3:32]. Product: [CH2:8]([O:15][C:16]1[CH:25]=[C:24]2[C:19]([C:20]([NH:34][CH2:30][CH:31]([CH3:33])[CH3:32])=[C:21]([N+:26]([O-:28])=[O:27])[CH:22]=[N:23]2)=[CH:18][CH:17]=1)[C:9]1[CH:14]=[CH:13][CH:12]=[CH:11][CH:10]=1. The catalyst class is: 4.